This data is from Catalyst prediction with 721,799 reactions and 888 catalyst types from USPTO. The task is: Predict which catalyst facilitates the given reaction. Reactant: [F:1][C:2]([F:13])([F:12])[C:3](=[O:11])[CH:4](Cl)[C:5]([O:7][CH2:8][CH3:9])=[O:6].[C:14]([NH2:24])(=[O:23])[CH:15]=[CH:16][C:17]1[CH:22]=[CH:21][CH:20]=[CH:19][CH:18]=1.C(=O)(O)[O-].[Na+]. Product: [C:17]1(/[CH:16]=[CH:15]/[C:14]2[O:23][CH:4]([C:5]([O:7][CH2:8][CH3:9])=[O:6])[C:3]([OH:11])([C:2]([F:13])([F:12])[F:1])[N:24]=2)[CH:22]=[CH:21][CH:20]=[CH:19][CH:18]=1. The catalyst class is: 1.